This data is from Catalyst prediction with 721,799 reactions and 888 catalyst types from USPTO. The task is: Predict which catalyst facilitates the given reaction. (1) Reactant: Cl[C:2]([O:4][CH2:5][C:6]1[CH:11]=[CH:10][CH:9]=[CH:8][CH:7]=1)=[O:3].Cl.[Cl:13][CH2:14][CH2:15][NH2:16].[Cl:17][CH2:18][CH2:19]N.C(N(CC)CC)C. Product: [Cl:13][CH2:14][CH2:15][N:16]([CH2:19][CH2:18][Cl:17])[C:2](=[O:3])[O:4][CH2:5][C:6]1[CH:11]=[CH:10][CH:9]=[CH:8][CH:7]=1. The catalyst class is: 489. (2) Reactant: [CH2:1]([CH:3]([CH2:7][CH3:8])[C:4](Cl)=[O:5])[CH3:2].[CH2:9]([O:11][C:12](=[O:16])[CH2:13][C:14]#[N:15])[CH3:10].[Na]. Product: [C:14]([C:13](=[C:4]([OH:5])[CH:3]([CH2:7][CH3:8])[CH2:1][CH3:2])[C:12]([O:11][CH2:9][CH3:10])=[O:16])#[N:15]. The catalyst class is: 27. (3) Reactant: [F:1][C:2]([F:34])([F:33])[C:3]([C:24]1[CH:29]=[C:28]([Cl:30])[C:27]([Cl:31])=[C:26]([Cl:32])[CH:25]=1)=[CH:4][C:5]([C:7]1[CH:8]=[C:9]2[C:13](=[CH:14][CH:15]=1)[C:12]1([CH2:18][N:17]([C:19](=[O:23])[CH:20](C)[CH3:21])[CH2:16]1)[O:11][CH2:10]2)=O.[NH2:35][NH2:36]. The catalyst class is: 162. Product: [Cl:32][C:26]1[CH:25]=[C:24]([C:3]2([C:2]([F:34])([F:33])[F:1])[NH:36][N:35]=[C:5]([C:7]3[CH:8]=[C:9]4[C:13](=[CH:14][CH:15]=3)[C:12]3([CH2:18][N:17]([C:19](=[O:23])[CH2:20][CH3:21])[CH2:16]3)[O:11][CH2:10]4)[CH2:4]2)[CH:29]=[C:28]([Cl:30])[C:27]=1[Cl:31]. (4) Reactant: C1(S([CH:10]2[CH:20]([C:21]3[CH:26]=[C:25]([Br:27])[CH:24]=[C:23]([CH3:28])[N:22]=3)[NH:19][C:12]3([CH2:16][CH2:15][N:14]([CH3:17])[C:13]3=[O:18])[CH2:11]2)(=O)=O)C=CC=CC=1.CC(C)([O-])C.[K+].C(O)(=O)C. Product: [Br:27][C:25]1[CH:24]=[C:23]([CH3:28])[N:22]=[C:21]([C:20]2[CH2:10][CH2:11][C:12]3([CH2:16][CH2:15][N:14]([CH3:17])[C:13]3=[O:18])[N:19]=2)[CH:26]=1. The catalyst class is: 1. (5) Reactant: [CH3:1][O:2][C:3]([C:5]1[S:6][C:7]2[CH:8](Br)[CH2:9][O:10][C:11]3[CH:18]=[CH:17][C:16]([Br:19])=[CH:15][C:12]=3[C:13]=2[N:14]=1)=[O:4].[CH:21]1([NH2:25])[CH2:24][CH2:23][CH2:22]1.CCN(C(C)C)C(C)C. Product: [CH3:1][O:2][C:3]([C:5]1[S:6][C:7]2[CH:8]([NH:25][CH:21]3[CH2:24][CH2:23][CH2:22]3)[CH2:9][O:10][C:11]3[CH:18]=[CH:17][C:16]([Br:19])=[CH:15][C:12]=3[C:13]=2[N:14]=1)=[O:4]. The catalyst class is: 3. (6) Reactant: [CH3:1][C:2]1[CH:7]=[C:6]([C:8]([F:11])([F:10])[F:9])[N:5]=[C:4]([NH:12][C:13]2[S:14][CH:15]=[C:16]([C:18]([O:20]CC)=[O:19])[N:17]=2)[N:3]=1.[Li+].[OH-].Cl. Product: [CH3:1][C:2]1[CH:7]=[C:6]([C:8]([F:11])([F:10])[F:9])[N:5]=[C:4]([NH:12][C:13]2[S:14][CH:15]=[C:16]([C:18]([OH:20])=[O:19])[N:17]=2)[N:3]=1. The catalyst class is: 24. (7) The catalyst class is: 519. Product: [C:7]([NH:11][C:12]1[N:3]2[NH:4][CH:5]=[N:6][C:2]2=[N:1][C:16]=1[C:15]1[CH:18]=[CH:19][C:20]([Cl:22])=[CH:21][C:14]=1[Cl:13])([CH3:10])([CH3:9])[CH3:8]. Reactant: [NH2:1][C:2]1[N:6]=[CH:5][NH:4][N:3]=1.[C:7]([N+:11]#[C-:12])([CH3:10])([CH3:9])[CH3:8].[Cl:13][C:14]1[CH:21]=[C:20]([Cl:22])[CH:19]=[CH:18][C:15]=1[CH:16]=O. (8) Reactant: Cl[C:2]1[N:7]=[C:6]([NH:8][CH:9]2[CH:13]3[O:14][CH2:15][CH:16]([O:17][CH2:18][CH2:19][OH:20])[CH:12]3[O:11][CH2:10]2)[C:5]([Cl:21])=[CH:4][N:3]=1.Cl.[CH3:23][N:24]1[CH:28]=[C:27]([NH2:29])[CH:26]=[N:25]1.CCN(C(C)C)C(C)C. Product: [Cl:21][C:5]1[C:6]([NH:8][CH:9]2[CH:13]3[O:14][CH2:15][CH:16]([O:17][CH2:18][CH2:19][OH:20])[CH:12]3[O:11][CH2:10]2)=[N:7][C:2]([NH:29][C:27]2[CH:26]=[N:25][N:24]([CH3:23])[CH:28]=2)=[N:3][CH:4]=1. The catalyst class is: 114. (9) Reactant: [C:1]1([Mg]Br)[CH:6]=[CH:5][CH:4]=[CH:3][CH:2]=1.[F:9][C:10]1[CH:17]=[CH:16][C:15]([O:18][CH3:19])=[CH:14][C:11]=1[CH:12]=[O:13].O. Product: [F:9][C:10]1[CH:17]=[CH:16][C:15]([O:18][CH3:19])=[CH:14][C:11]=1[CH:12]([C:1]1[CH:6]=[CH:5][CH:4]=[CH:3][CH:2]=1)[OH:13]. The catalyst class is: 7. (10) The catalyst class is: 133. Reactant: [Br:1][C:2]1[CH:7]=[CH:6][C:5]([Cl:8])=[CH:4][C:3]=1[CH2:9][C:10]#[N:11].Cl.C(N(CC)CC)C.[N-:20]=[N+:21]=[N-:22].[Na+].Cl. Product: [Br:1][C:2]1[CH:7]=[CH:6][C:5]([Cl:8])=[CH:4][C:3]=1[CH2:9][C:10]1[N:20]=[N:21][NH:22][N:11]=1.